Dataset: TCR-epitope binding with 47,182 pairs between 192 epitopes and 23,139 TCRs. Task: Binary Classification. Given a T-cell receptor sequence (or CDR3 region) and an epitope sequence, predict whether binding occurs between them. (1) The epitope is DATYQRTRALVR. The TCR CDR3 sequence is CASSVGDLLTGELFF. Result: 1 (the TCR binds to the epitope). (2) The epitope is VSFIEFVGW. The TCR CDR3 sequence is CASSLVGEQGRNSPLHF. Result: 0 (the TCR does not bind to the epitope). (3) The epitope is MPASWVMRI. The TCR CDR3 sequence is CASSQVLLAGSYNEQFF. Result: 1 (the TCR binds to the epitope). (4) The epitope is MMISAGFSL. The TCR CDR3 sequence is CASSRRGGGDTDTQYF. Result: 1 (the TCR binds to the epitope). (5) The epitope is TVYDPLQPELDSFK. The TCR CDR3 sequence is CASSLGPDGHNEQFF. Result: 0 (the TCR does not bind to the epitope). (6) The epitope is KRWIILGLNK. The TCR CDR3 sequence is CSASARASLNEQFF. Result: 0 (the TCR does not bind to the epitope).